This data is from Reaction yield outcomes from USPTO patents with 853,638 reactions. The task is: Predict the reaction yield, written as a fraction of the theoretical maximum amount of product (1.0 means a 100% yield; for example, 0.34 means a 34% yield). (1) The reactants are [NH2:1][C:2]1[CH:3]=[C:4]([CH:21]=[CH:22][CH:23]=1)[O:5][C:6]1[CH:7]=[CH:8][C:9]2[N:13]=[C:12]([NH:14][C:15]([CH:17]3[CH2:19][CH2:18]3)=[O:16])[NH:11][C:10]=2[CH:20]=1.[C:24]([C:26]1([C:29]2[CH:30]=[C:31]([CH:35]=[CH:36][CH:37]=2)[C:32](O)=[O:33])[CH2:28][CH2:27]1)#[N:25].Cl.C(N=C=NCCCN(C)C)C. The catalyst is CN(C)C1C=CN=CC=1.N1C=CC=CC=1. The product is [C:24]([C:26]1([C:29]2[CH:30]=[C:31]([CH:35]=[CH:36][CH:37]=2)[C:32]([NH:1][C:2]2[CH:23]=[CH:22][CH:21]=[C:4]([O:5][C:6]3[CH:7]=[CH:8][C:9]4[N:13]=[C:12]([NH:14][C:15]([CH:17]5[CH2:19][CH2:18]5)=[O:16])[NH:11][C:10]=4[CH:20]=3)[CH:3]=2)=[O:33])[CH2:27][CH2:28]1)#[N:25]. The yield is 0.430. (2) The reactants are C1COCC1.[CH:6]1[C:15]2[C:10](=[CH:11][CH:12]=[CH:13][CH:14]=2)[CH:9]=[CH:8][C:7]=1[Mg]Br.Cl[C:19]1[CH:24]=[CH:23][CH:22]=[CH:21][C:20]=1[O:25][CH3:26].C1(C)C=CC=CC=1. The catalyst is CCCCCC. The product is [CH3:26][O:25][C:20]1[CH:21]=[CH:22][CH:23]=[CH:24][C:19]=1[C:7]1[CH:8]=[CH:9][C:10]2[C:15](=[CH:14][CH:13]=[CH:12][CH:11]=2)[CH:6]=1. The yield is 0.960. (3) The reactants are [CH2:1]([OH:3])[CH3:2].[C:4]([OH:7])(=[O:6])[CH3:5].[Br-].[Br-].[Br-].[NH+:11]1[CH:16]=[CH:15][CH:14]=[CH:13][CH:12]=1.[NH+]1[CH:22]=[CH:21][CH:20]=[CH:19][CH:18]=1.[NH+]1C=CC=C[CH:24]=1.O. The catalyst is CC(O)(C)C.[Zn]. The product is [O:3]=[C:1]1[CH2:2][C:15]2[C:16](=[CH:24][CH:12]=[CH:13][C:14]=2[C:19]2[CH:18]=[C:5]([CH:22]=[CH:21][CH:20]=2)[C:4]([OH:7])=[O:6])[NH:11]1. The yield is 0.770. (4) The reactants are [NH2:1][C:2]1[CH:7]=[CH:6][C:5]([NH:8][S:9]([CH3:12])(=[O:11])=[O:10])=[CH:4][C:3]=1[S:13]([NH2:16])(=[O:15])=[O:14].Cl[C:18](=[O:24])[CH2:19][C:20]([O:22][CH3:23])=[O:21]. The catalyst is O1CCCC1. The product is [CH3:23][O:22][C:20](=[O:21])[CH2:19][C:18]([NH:1][C:2]1[CH:7]=[CH:6][C:5]([NH:8][S:9]([CH3:12])(=[O:10])=[O:11])=[CH:4][C:3]=1[S:13](=[O:14])(=[O:15])[NH2:16])=[O:24]. The yield is 0.720. (5) The reactants are [CH3:1][S:2][C:3]1[NH:4][CH:5]=[C:6]([CH2:10][C:11]2[CH:12]=[N:13][CH:14]=[N:15][CH:16]=2)[C:7](=[O:9])[N:8]=1.[CH3:17]I. The catalyst is C1COCC1.[H-].[Na+]. The product is [CH3:17][N:4]1[CH:5]=[C:6]([CH2:10][C:11]2[CH:12]=[N:13][CH:14]=[N:15][CH:16]=2)[C:7](=[O:9])[N:8]=[C:3]1[S:2][CH3:1]. The yield is 0.474. (6) The reactants are [CH2:1]([O:3][C@H:4]1[CH2:9][CH2:8][C@H:7]([N:10]2[CH2:15][CH2:14][CH:13]([NH2:16])[CH2:12][CH2:11]2)[CH2:6][CH2:5]1)[CH3:2].C(N(C(C)C)CC)(C)C.F[C:27]1[CH:28]=[C:29]([CH3:36])[CH:30]=[CH:31][C:32]=1[N+:33]([O-:35])=[O:34]. The catalyst is CN(C)C=O. The product is [CH2:1]([O:3][C@H:4]1[CH2:5][CH2:6][C@H:7]([N:10]2[CH2:11][CH2:12][CH:13]([NH:16][C:27]3[CH:28]=[C:29]([CH3:36])[CH:30]=[CH:31][C:32]=3[N+:33]([O-:35])=[O:34])[CH2:14][CH2:15]2)[CH2:8][CH2:9]1)[CH3:2]. The yield is 0.500. (7) The product is [Cl:30][C:6]1[CH:5]=[N:4][CH:3]=[C:2]([Cl:1])[C:7]=1[NH+:8]([O-:39])[C:9]([C:11]1[C:19]2[C:18]3[CH:20]=[C:21]([NH:24][C:25](=[O:27])[CH3:26])[CH:22]=[CH:23][C:17]=3[O:16][C:15]=2[C:14]([O:28][CH3:29])=[CH:13][CH:12]=1)=[O:10]. The yield is 0.300. The catalyst is ClCCl. The reactants are [Cl:1][C:2]1[CH:3]=[N:4][CH:5]=[C:6]([Cl:30])[C:7]=1[NH:8][C:9]([C:11]1[C:19]2[C:18]3[CH:20]=[C:21]([NH:24][C:25](=[O:27])[CH3:26])[CH:22]=[CH:23][C:17]=3[O:16][C:15]=2[C:14]([O:28][CH3:29])=[CH:13][CH:12]=1)=[O:10].ClC1C=CC=C(C(OO)=[O:39])C=1.